Dataset: Catalyst prediction with 721,799 reactions and 888 catalyst types from USPTO. Task: Predict which catalyst facilitates the given reaction. (1) Reactant: [O:1]1[C:5]2[CH:6]=[CH:7][C:8]([C:10]3([C:13]([NH:15][C:16]4[CH:17]=[C:18]5[C:22](=[C:23]([C:25]([O:27]C)=[O:26])[CH:24]=4)[NH:21][C:20]([C:29]([CH3:32])([CH3:31])[CH3:30])=[CH:19]5)=[O:14])[CH2:12][CH2:11]3)=[CH:9][C:4]=2[O:3][CH2:2]1.[OH-].[Li+].Cl. Product: [O:1]1[C:5]2[CH:6]=[CH:7][C:8]([C:10]3([C:13]([NH:15][C:16]4[CH:17]=[C:18]5[C:22](=[C:23]([C:25]([OH:27])=[O:26])[CH:24]=4)[NH:21][C:20]([C:29]([CH3:32])([CH3:31])[CH3:30])=[CH:19]5)=[O:14])[CH2:12][CH2:11]3)=[CH:9][C:4]=2[O:3][CH2:2]1. The catalyst class is: 38. (2) Reactant: [Cl:1][C:2]1[C:7]([F:8])=[C:6]([Cl:9])[CH:5]=[CH:4][C:3]=1[C:10]([N:12]1[CH2:17][CH2:16][NH:15][C:14](=O)[CH2:13]1)=[O:11].F[B-](F)(F)F.C([O+](CC)CC)C.[F:31][C:32]1[CH:33]=[CH:34][C:35]([C:38]([NH:40][NH2:41])=O)=[N:36][CH:37]=1. Product: [Cl:1][C:2]1[C:7]([F:8])=[C:6]([Cl:9])[CH:5]=[CH:4][C:3]=1[C:10]([N:12]1[CH2:17][CH2:16][N:15]2[C:38]([C:35]3[CH:34]=[CH:33][C:32]([F:31])=[CH:37][N:36]=3)=[N:40][N:41]=[C:14]2[CH2:13]1)=[O:11]. The catalyst class is: 4. (3) Reactant: [CH3:1][O:2][C:3]1[C:30]([O:31][CH3:32])=[CH:29][C:6]2[N:7]([C:10]3[S:14][C:13]([C:15]#[N:16])=[C:12]([O:17][CH2:18][C:19]4[CH:24]=[CH:23][CH:22]=[CH:21][C:20]=4[C:25]([F:28])([F:27])[F:26])[CH:11]=3)[CH:8]=[N:9][C:5]=2[CH:4]=1.[N-:33]=[N+:34]=[N-:35].[Na+].[Cl-].[NH4+].C([O-])(O)=O.[Na+]. Product: [CH3:1][O:2][C:3]1[C:30]([O:31][CH3:32])=[CH:29][C:6]2[N:7]([C:10]3[S:14][C:13]([C:15]4[NH:35][N:34]=[N:33][N:16]=4)=[C:12]([O:17][CH2:18][C:19]4[CH:24]=[CH:23][CH:22]=[CH:21][C:20]=4[C:25]([F:27])([F:26])[F:28])[CH:11]=3)[CH:8]=[N:9][C:5]=2[CH:4]=1. The catalyst class is: 9. (4) Reactant: [CH3:1][O:2][C:3](=[O:34])[CH2:4][CH2:5][CH2:6][CH2:7][CH2:8][O:9][C:10]1[CH:11]=[CH:12][C:13]2[N:17]=[C:16]([S:18][CH2:19][C:20]3[CH:25]=[CH:24][CH:23]=[CH:22][CH:21]=3)[N:15]([C:26]3[CH:31]=[CH:30][C:29]([CH3:32])=[CH:28][CH:27]=3)[C:14]=2[CH:33]=1.ClC1C=CC=C(C(OO)=[O:43])C=1.S(OS([O-])=O)([O-])=O.[Na+].[Na+]. Product: [CH3:1][O:2][C:3](=[O:34])[CH2:4][CH2:5][CH2:6][CH2:7][CH2:8][O:9][C:10]1[CH:11]=[CH:12][C:13]2[N:17]=[C:16]([S:18]([CH2:19][C:20]3[CH:25]=[CH:24][CH:23]=[CH:22][CH:21]=3)=[O:43])[N:15]([C:26]3[CH:27]=[CH:28][C:29]([CH3:32])=[CH:30][CH:31]=3)[C:14]=2[CH:33]=1. The catalyst class is: 4. (5) The catalyst class is: 46. Product: [F:33][C:21]([F:20])([F:32])[C:22]1[CH:23]=[CH:24][C:25]([S:28]([N:8]2[CH2:9][CH2:10][CH2:11][C:6]3([C:2](=[O:12])[O:3][CH2:4][CH2:5]3)[CH2:7]2)(=[O:30])=[O:29])=[CH:26][CH:27]=1. Reactant: Cl.[C:2]1(=[O:12])[C:6]2([CH2:11][CH2:10][CH2:9][NH:8][CH2:7]2)[CH2:5][CH2:4][O:3]1.C(N(CC)CC)C.[F:20][C:21]([F:33])([F:32])[C:22]1[CH:27]=[CH:26][C:25]([S:28](Cl)(=[O:30])=[O:29])=[CH:24][CH:23]=1. (6) Reactant: CCCC[N+](CCCC)(CCCC)CCCC.[F-].[Si]([O:36][C@H:37]1[CH2:42][CH2:41][C@@:40]([C@H:44]2[CH2:52][CH2:51][C@@:50]3([CH3:53])[C@@H:46]([CH2:47][CH2:48][C@:49]3([CH3:55])[OH:54])[C@@H:45]2[CH2:56][OH:57])([CH3:43])[C@@H:39]([CH2:58][OH:59])[CH2:38]1)(C(C)(C)C)(C1C=CC=CC=1)C1C=CC=CC=1. Product: [OH:36][C@H:37]1[CH2:42][CH2:41][C@@:40]([C@H:44]2[CH2:52][CH2:51][C@@:50]3([CH3:53])[C@@H:46]([CH2:47][CH2:48][C@:49]3([CH3:55])[OH:54])[C@@H:45]2[CH2:56][OH:57])([CH3:43])[C@@H:39]([CH2:58][OH:59])[CH2:38]1. The catalyst class is: 1. (7) Reactant: C1(C)C=CC(S(O)(=O)=O)=CC=1.C1(C)C=CC(S(O)(=O)=O)=CC=1.O[CH2:24][CH:25]1[CH2:29][CH2:28][CH:27]([CH2:30]O)[O:26]1.[CH2:32]([NH2:39])[C:33]1[CH:38]=[CH:37][CH:36]=[CH:35][CH:34]=1.[OH-].[Na+]. Product: [CH2:32]([N:39]1[CH2:30][CH:27]2[O:26][CH:25]([CH2:29][CH2:28]2)[CH2:24]1)[C:33]1[CH:38]=[CH:37][CH:36]=[CH:35][CH:34]=1. The catalyst class is: 5. (8) Reactant: [O:1]1[CH2:21][C@@H:2]1[CH2:3][O:4][C:5]1[C:6](C=O)=[C:7]2[C:11](=[CH:12][CH:13]=1)[NH:10][C:9]([C:14]([O:16][CH2:17][CH3:18])=[O:15])=[CH:8]2.ClC1C=C(C=CC=1)[C:26]([O:28]O)=[O:27].FC(F)(F)C(O)=O. Product: [O:1]1[CH2:21][C@@H:2]1[CH2:3][O:4][C:5]1[C:6]([O:28][CH:26]=[O:27])=[C:7]2[C:11](=[CH:12][CH:13]=1)[NH:10][C:9]([C:14]([O:16][CH2:17][CH3:18])=[O:15])=[CH:8]2. The catalyst class is: 4. (9) Reactant: Br.Br[CH2:3][C:4]([C:6]1[CH:7]=[N:8][CH:9]=[CH:10][CH:11]=1)=[O:5].[CH3:12][S-:13].[Na+].CCN(C(C)C)C(C)C. Product: [CH3:12][S:13][CH2:3][C:4]([C:6]1[CH:7]=[N:8][CH:9]=[CH:10][CH:11]=1)=[O:5]. The catalyst class is: 24. (10) Product: [Cl:13][C:10]1[C:9]2[C:4](=[CH:5][C:6]([F:15])=[CH:7][C:8]=2[F:14])[N:3]=[C:2]([C:19]2[CH:20]=[N:21][CH:22]=[C:17]([CH3:16])[CH:18]=2)[C:11]=1[CH3:12]. The catalyst class is: 189. Reactant: Cl[C:2]1[C:11]([CH3:12])=[C:10]([Cl:13])[C:9]2[C:4](=[CH:5][C:6]([F:15])=[CH:7][C:8]=2[F:14])[N:3]=1.[CH3:16][C:17]1[CH:18]=[C:19](B(O)O)[CH:20]=[N:21][CH:22]=1.C(=O)([O-])[O-].[Na+].[Na+].O1CCOCC1.